Predict which catalyst facilitates the given reaction. From a dataset of Catalyst prediction with 721,799 reactions and 888 catalyst types from USPTO. Reactant: [C:1]1([CH:7]=[CH:8][C:9]([NH:11][C@H:12]([C:14]2[CH:19]=[CH:18][CH:17]=[C:16]([O:20]C)[CH:15]=2)[CH3:13])=[O:10])[CH:6]=[CH:5][CH:4]=[CH:3][CH:2]=1.B(Br)(Br)Br.O. Product: [C:1]1([CH:7]=[CH:8][C:9]([NH:11][C@H:12]([C:14]2[CH:19]=[CH:18][CH:17]=[C:16]([OH:20])[CH:15]=2)[CH3:13])=[O:10])[CH:6]=[CH:5][CH:4]=[CH:3][CH:2]=1. The catalyst class is: 2.